This data is from Forward reaction prediction with 1.9M reactions from USPTO patents (1976-2016). The task is: Predict the product of the given reaction. (1) Given the reactants [Cl:1][C:2]1[C:3]([F:31])=[C:4]([CH:8]2[C:12]([C:15]3[CH:20]=[CH:19][C:18]([Cl:21])=[CH:17][C:16]=3[F:22])([C:13]#[N:14])[CH:11]([CH2:23][C:24]([CH3:27])([CH3:26])[CH3:25])[NH:10][CH:9]2[C:28]([OH:30])=O)[CH:5]=[CH:6][CH:7]=1.CN(C(ON1N=NC2C=CC=NC1=2)=[N+](C)C)C.F[P-](F)(F)(F)(F)F.CCN(C(C)C)C(C)C.[OH:65][C:66]([CH3:70])([CH3:69])[CH2:67][NH2:68], predict the reaction product. The product is: [OH:65][C:66]([CH3:70])([CH3:69])[CH2:67][NH:68][C:28]([CH:9]1[CH:8]([C:4]2[CH:5]=[CH:6][CH:7]=[C:2]([Cl:1])[C:3]=2[F:31])[C:12]([C:15]2[CH:20]=[CH:19][C:18]([Cl:21])=[CH:17][C:16]=2[F:22])([C:13]#[N:14])[CH:11]([CH2:23][C:24]([CH3:25])([CH3:27])[CH3:26])[NH:10]1)=[O:30]. (2) Given the reactants [O:1]1[CH2:6][CH2:5][N:4]([C:7]2[C:8]3[N:9]([CH:13]=[C:14]([CH2:16][OH:17])[N:15]=3)[N:10]=[CH:11][CH:12]=2)[CH2:3][CH2:2]1.C1C(=O)N([Br:25])C(=O)C1, predict the reaction product. The product is: [Br:25][C:13]1[N:9]2[N:10]=[CH:11][CH:12]=[C:7]([N:4]3[CH2:3][CH2:2][O:1][CH2:6][CH2:5]3)[C:8]2=[N:15][C:14]=1[CH2:16][OH:17]. (3) Given the reactants [CH:1]([C:4]1[CH:5]=[CH:6][C:7]([S:10]([NH:13][C:14]2[C:19]([O:20][C:21]3[CH:26]=[CH:25][CH:24]=[CH:23][C:22]=3[O:27][CH3:28])=[C:18]([O:29][CH2:30][C:31]#[C:32][CH2:33][OH:34])[N:17]=[CH:16][N:15]=2)(=[O:12])=[O:11])=[N:8][CH:9]=1)([CH3:3])[CH3:2].[H-].[Na+].[CH3:37][O:38][C:39]1[CH:44]=[C:43]([O:45][CH3:46])[N:42]=[C:41](S(C)(=O)=O)[N:40]=1, predict the reaction product. The product is: [NH3:8].[CH:1]([C:4]1[CH:5]=[CH:6][C:7]([S:10]([NH:13][C:14]2[C:19]([O:20][C:21]3[CH:26]=[CH:25][CH:24]=[CH:23][C:22]=3[O:27][CH3:28])=[C:18]([O:29][CH2:30][C:31]#[C:32][CH2:33][O:34][C:41]3[N:42]=[C:43]([O:45][CH3:46])[CH:44]=[C:39]([O:38][CH3:37])[N:40]=3)[N:17]=[CH:16][N:15]=2)(=[O:12])=[O:11])=[N:8][CH:9]=1)([CH3:3])[CH3:2]. (4) Given the reactants [C:1]1([C@@H:7]([NH:19][C:20]2[CH:25]=[CH:24][CH:23]=[CH:22][CH:21]=2)[C:8]([O:10][C@@H:11]2[CH:16]3[CH2:17][CH2:18][N:13]([CH2:14][CH2:15]3)[CH2:12]2)=[O:9])[CH:6]=[CH:5][CH:4]=[CH:3][CH:2]=1.[Cl:26][CH2:27][C:28]1[N:32]=[C:31]([C:33]2[CH:38]=[CH:37][CH:36]=[CH:35][CH:34]=2)[O:30][N:29]=1, predict the reaction product. The product is: [Cl-:26].[C:33]1([C:31]2[O:30][N:29]=[C:28]([CH2:27][N+:13]34[CH2:14][CH2:15][CH:16]([CH2:17][CH2:18]3)[C@@H:11]([O:10][C:8](=[O:9])[C@@H:7]([C:1]3[CH:2]=[CH:3][CH:4]=[CH:5][CH:6]=3)[NH:19][C:20]3[CH:25]=[CH:24][CH:23]=[CH:22][CH:21]=3)[CH2:12]4)[N:32]=2)[CH:34]=[CH:35][CH:36]=[CH:37][CH:38]=1. (5) Given the reactants [CH3:1][N:2]1[C:8](=[O:9])[CH2:7][C:6]2[CH:10]=[CH:11][CH2:12][CH2:13][C:5]=2[CH2:4][CH2:3]1.C([O:19][N:20]=O)CC(C)C.C[Si]([N-][Si](C)(C)C)(C)C.[Na+], predict the reaction product. The product is: [OH:19][N:20]=[C:7]1[C:6]2[CH:10]=[CH:11][CH2:12][CH2:13][C:5]=2[CH2:4][CH2:3][N:2]([CH3:1])[C:8]1=[O:9]. (6) Given the reactants [CH3:1][C:2]([CH3:22])([CH3:21])[C:3](=[O:20])[CH2:4][O:5][C:6]1[N:10]([C:11]2[CH:16]=[CH:15][CH:14]=[CH:13][CH:12]=2)[N:9]=[C:8]([C:17]([OH:19])=O)[CH:7]=1.[CH2:23]([O:25][C:26]([N:28]1[CH2:33][CH2:32][N:31]([C:34](=[O:46])[C@@H:35]([NH2:45])[CH2:36][NH:37][C:38]([O:40][C:41]([CH3:44])([CH3:43])[CH3:42])=[O:39])[CH2:30][CH2:29]1)=[O:27])[CH3:24].C1C=CC2N(O)N=NC=2C=1.C(Cl)CCl, predict the reaction product. The product is: [CH2:23]([O:25][C:26]([N:28]1[CH2:29][CH2:30][N:31]([C:34](=[O:46])[C@@H:35]([NH:45][C:17]([C:8]2[CH:7]=[C:6]([O:5][CH2:4][C:3](=[O:20])[C:2]([CH3:1])([CH3:22])[CH3:21])[N:10]([C:11]3[CH:12]=[CH:13][CH:14]=[CH:15][CH:16]=3)[N:9]=2)=[O:19])[CH2:36][NH:37][C:38]([O:40][C:41]([CH3:43])([CH3:42])[CH3:44])=[O:39])[CH2:32][CH2:33]1)=[O:27])[CH3:24]. (7) Given the reactants [C:1]([O:4][C:5]1[C:6](=[CH:10][CH:11]=[CH:12][CH:13]=1)[C:7](Cl)=[O:8])(=[O:3])[CH3:2].[OH2:14], predict the reaction product. The product is: [C:1]([O:4][C:5]1[CH:13]=[CH:12][CH:11]=[CH:10][C:6]=1[C:7]([OH:14])=[O:8])(=[O:3])[CH3:2]. (8) Given the reactants Cl.Cl.[CH:3]1([CH2:6][O:7][CH2:8][CH2:9][N:10]2[C:14]3[CH:15]=[CH:16][CH:17]=[CH:18][C:13]=3[N:12]=[C:11]2[N:19]2[CH2:25][CH2:24][CH2:23][NH:22][CH2:21][CH2:20]2)[CH2:5][CH2:4]1.C([O-])(O)=O.[Na+], predict the reaction product. The product is: [CH:3]1([CH2:6][O:7][CH2:8][CH2:9][N:10]2[C:14]3[CH:15]=[CH:16][CH:17]=[CH:18][C:13]=3[N:12]=[C:11]2[N:19]2[CH2:25][CH2:24][CH2:23][NH:22][CH2:21][CH2:20]2)[CH2:4][CH2:5]1. (9) Given the reactants [H-].[Na+].N1C2C=CC=NC=2NC=1.ClC[C:14]1[CH:15]=[C:16]2[S:22][C:21]([S:23][CH3:24])=[N:20][C:17]2=[N:18][CH:19]=1, predict the reaction product. The product is: [CH3:24][S:23][C:21]1[S:22][C:16]2[C:17]([N:20]=1)=[N:18][CH:19]=[CH:14][CH:15]=2. (10) Given the reactants [C:1]1([C:7]2[O:8][C:9]3[C:14]([C:15](=[O:23])[C:16]=2[C:17]2[CH:22]=[CH:21][CH:20]=[CH:19][CH:18]=2)=[C:13]([O:24]C)[C:12]([O:26]C)=[C:11]([O:28]C)[CH:10]=3)[CH:6]=[CH:5][CH:4]=[CH:3][CH:2]=1.B(Br)(Br)Br, predict the reaction product. The product is: [C:1]1([C:7]2[O:8][C:9]3[C:14]([C:15](=[O:23])[C:16]=2[C:17]2[CH:22]=[CH:21][CH:20]=[CH:19][CH:18]=2)=[C:13]([OH:24])[C:12]([OH:26])=[C:11]([OH:28])[CH:10]=3)[CH:2]=[CH:3][CH:4]=[CH:5][CH:6]=1.